Dataset: Forward reaction prediction with 1.9M reactions from USPTO patents (1976-2016). Task: Predict the product of the given reaction. (1) Given the reactants Br[C:2]1[CH:7]=[CH:6][C:5]([CH:8]([CH3:24])[C:9]([C:15]2[CH:16]=[CH:17][C:18](=[O:23])[N:19]([CH2:21][CH3:22])[CH:20]=2)([OH:14])[C:10]([F:13])([F:12])[F:11])=[C:4]([Cl:25])[CH:3]=1.[F:26][C:27]1[CH:28]=[C:29](B(O)O)[CH:30]=[CH:31][C:32]=1[C:33]([O:35][CH3:36])=[O:34], predict the reaction product. The product is: [CH3:36][O:35][C:33]([C:32]1[CH:31]=[CH:30][C:29]([C:2]2[CH:7]=[CH:6][C:5]([CH:8]([CH3:24])[C:9]([C:15]3[CH:16]=[CH:17][C:18](=[O:23])[N:19]([CH2:21][CH3:22])[CH:20]=3)([OH:14])[C:10]([F:13])([F:12])[F:11])=[C:4]([Cl:25])[CH:3]=2)=[CH:28][C:27]=1[F:26])=[O:34]. (2) Given the reactants [F:1][C:2]([F:16])([F:15])[C:3]1[CH:4]=[C:5]2[C:9](=[CH:10][CH:11]=1)[CH2:8][CH:7]([C:12](O)=[O:13])[CH2:6]2.B.O, predict the reaction product. The product is: [F:1][C:2]([F:15])([F:16])[C:3]1[CH:4]=[C:5]2[C:9](=[CH:10][CH:11]=1)[CH2:8][CH:7]([CH2:12][OH:13])[CH2:6]2. (3) Given the reactants [Br:1][C:2]1[CH:3]=[C:4]([CH:23]=[CH:24][CH:25]=1)[O:5][C:6]1[CH:7]=[C:8]([S:14][C:15]2[CH:20]=[CH:19][CH:18]=[C:17]([O:21][CH3:22])[CH:16]=2)[C:9]([C:12]#N)=[N:10][CH:11]=1.[OH-:26].[K+].CCO.Cl.[OH2:32], predict the reaction product. The product is: [Br:1][C:2]1[CH:3]=[C:4]([CH:23]=[CH:24][CH:25]=1)[O:5][C:6]1[CH:7]=[C:8]([S:14][C:15]2[CH:20]=[CH:19][CH:18]=[C:17]([O:21][CH3:22])[CH:16]=2)[C:9]([C:12]([OH:32])=[O:26])=[N:10][CH:11]=1. (4) Given the reactants [CH:1]1([CH2:4][O:5][C:6]2[N:11]=[C:10]([C:12]([OH:14])=O)[CH:9]=[CH:8][C:7]=2[N:15]2[CH2:18][C:17]([F:20])([F:19])[CH2:16]2)[CH2:3][CH2:2]1.[F:21][C:22]([F:32])([F:31])[C@H:23]([NH2:30])[C:24]1[CH:25]=[N:26][CH:27]=[CH:28][CH:29]=1, predict the reaction product. The product is: [F:32][C:22]([F:21])([F:31])[C@H:23]([NH:30][C:12]([C:10]1[CH:9]=[CH:8][C:7]([N:15]2[CH2:18][C:17]([F:20])([F:19])[CH2:16]2)=[C:6]([O:5][CH2:4][CH:1]2[CH2:2][CH2:3]2)[N:11]=1)=[O:14])[C:24]1[CH:25]=[N:26][CH:27]=[CH:28][CH:29]=1. (5) Given the reactants [CH2:1]([O:3][C:4](=[O:19])[CH2:5][C:6]([CH2:10][C:11]1[CH:16]=[CH:15][C:14]([O:17]C)=[CH:13][CH:12]=1)([CH3:9])[CH:7]=[CH2:8])[CH3:2].B(Br)(Br)Br.C(O)C, predict the reaction product. The product is: [CH2:1]([O:3][C:4](=[O:19])[CH2:5][C:6]([CH2:10][C:11]1[CH:12]=[CH:13][C:14]([OH:17])=[CH:15][CH:16]=1)([CH3:9])[CH:7]=[CH2:8])[CH3:2].